From a dataset of NCI-60 drug combinations with 297,098 pairs across 59 cell lines. Regression. Given two drug SMILES strings and cell line genomic features, predict the synergy score measuring deviation from expected non-interaction effect. (1) Drug 1: CC1=C(C(=O)C2=C(C1=O)N3CC4C(C3(C2COC(=O)N)OC)N4)N. Drug 2: C(CCl)NC(=O)N(CCCl)N=O. Cell line: DU-145. Synergy scores: CSS=-5.43, Synergy_ZIP=-0.115, Synergy_Bliss=-0.250, Synergy_Loewe=-9.70, Synergy_HSA=-4.79. (2) Cell line: RXF 393. Drug 1: CCN(CC)CCCC(C)NC1=C2C=C(C=CC2=NC3=C1C=CC(=C3)Cl)OC. Synergy scores: CSS=5.34, Synergy_ZIP=-0.707, Synergy_Bliss=3.43, Synergy_Loewe=0.704, Synergy_HSA=2.10. Drug 2: CC(C)CN1C=NC2=C1C3=CC=CC=C3N=C2N. (3) Drug 1: C1=CC=C(C(=C1)C(C2=CC=C(C=C2)Cl)C(Cl)Cl)Cl. Drug 2: C1CN(CCN1C(=O)CCBr)C(=O)CCBr. Cell line: MDA-MB-435. Synergy scores: CSS=2.22, Synergy_ZIP=-0.0911, Synergy_Bliss=2.68, Synergy_Loewe=-2.02, Synergy_HSA=0.0748. (4) Drug 1: CN(C)C1=NC(=NC(=N1)N(C)C)N(C)C. Drug 2: CC1C(C(=O)NC(C(=O)N2CCCC2C(=O)N(CC(=O)N(C(C(=O)O1)C(C)C)C)C)C(C)C)NC(=O)C3=C4C(=C(C=C3)C)OC5=C(C(=O)C(=C(C5=N4)C(=O)NC6C(OC(=O)C(N(C(=O)CN(C(=O)C7CCCN7C(=O)C(NC6=O)C(C)C)C)C)C(C)C)C)N)C. Cell line: SK-OV-3. Synergy scores: CSS=4.92, Synergy_ZIP=7.78, Synergy_Bliss=11.5, Synergy_Loewe=9.99, Synergy_HSA=10.1. (5) Drug 1: CC1C(C(CC(O1)OC2CC(CC3=C2C(=C4C(=C3O)C(=O)C5=C(C4=O)C(=CC=C5)OC)O)(C(=O)C)O)N)O.Cl. Drug 2: CCC1=C2CN3C(=CC4=C(C3=O)COC(=O)C4(CC)O)C2=NC5=C1C=C(C=C5)O. Cell line: SNB-75. Synergy scores: CSS=14.2, Synergy_ZIP=-0.623, Synergy_Bliss=0.519, Synergy_Loewe=-6.24, Synergy_HSA=0.612.